This data is from Reaction yield outcomes from USPTO patents with 853,638 reactions. The task is: Predict the reaction yield, written as a fraction of the theoretical maximum amount of product (1.0 means a 100% yield; for example, 0.34 means a 34% yield). (1) The reactants are [Si]([O:8][C:9]1[CH:14]=[C:13]([O:15][Si](C(C)(C)C)(C)C)[CH:12]=[CH:11][C:10]=1[C@H:23]1[CH2:28][CH2:27][C@H:26](O)[CH2:25][CH2:24]1)(C(C)(C)C)(C)C.C(N(S(F)(F)F)CC)C. The catalyst is ClCCl. The product is [CH:23]1([C:10]2[CH:11]=[CH:12][C:13]([OH:15])=[CH:14][C:9]=2[OH:8])[CH2:28][CH2:27][CH:26]=[CH:25][CH2:24]1. The yield is 0.380. (2) The yield is 0.300. The product is [CH2:18]([C:15]1([CH3:16])[O:17][C:39](=[O:41])[NH:1][C:2]2[CH:7]=[CH:6][C:5]([C:8]3[CH:13]=[CH:12][CH:11]=[C:10]([Cl:14])[CH:9]=3)=[CH:4][C:3]1=2)[C:19]1[CH:20]=[CH:21][CH:22]=[CH:23][CH:24]=1. The reactants are [NH2:1][C:2]1[CH:7]=[CH:6][C:5]([C:8]2[CH:13]=[CH:12][CH:11]=[C:10]([Cl:14])[CH:9]=2)=[CH:4][C:3]=1[C:15]([CH2:18][C:19]1[CH:24]=[CH:23][CH:22]=[CH:21][CH:20]=1)([OH:17])[CH3:16].NC1C=CC(C2C=CC=C(Cl)C=2)=CC=1[C:39](=[O:41])C.C([Mg]Br)C1C=CC=CC=1.ClC(Cl)(OC(=O)OC(Cl)(Cl)Cl)Cl. The catalyst is C1COCC1. (3) The reactants are O.[NH:2]1[CH:6]=[N:5][CH:4]=[N:3]1.C(=O)([O-])[O-].[K+].[K+].[C:13]([C:15]1[CH:20]=[CH:19][C:18]([CH:21](OS(C2C(C)=CC=CC=2)(=O)=O)[C:22]2[CH:27]=[CH:26][C:25]([C:28]#[N:29])=[CH:24][CH:23]=2)=[CH:17][CH:16]=1)#[N:14]. The catalyst is [Br-].C([N+](CCCC)(CCCC)CCCC)CCC.C(C(C)=O)C(C)C. The product is [CH:26]1[C:25]([C:28]#[N:29])=[CH:24][CH:23]=[C:22]([CH:21]([N:2]2[N:3]=[CH:4][N:5]=[CH:6]2)[C:18]2[CH:17]=[CH:16][C:15]([C:13]#[N:14])=[CH:20][CH:19]=2)[CH:27]=1. The yield is 0.974. (4) The reactants are [Cl:1][C:2]1[CH:7]=[CH:6][C:5]([CH:8]2[CH2:13][CH2:12][CH:11]([C:14]3[C:15](=[O:26])[C:16]4[C:21]([C:22](=[O:25])[C:23]=3Cl)=[CH:20][CH:19]=[CH:18][CH:17]=4)[CH2:10][CH2:9]2)=[CH:4][CH:3]=1.C[OH:28].[OH-].[K+].Cl. The catalyst is O. The product is [CH:18]1[CH:19]=[CH:20][C:21]2[C:22]([C:23]([OH:28])=[C:14]([C@@H:11]3[CH2:10][CH2:9][C@@H:8]([C:5]4[CH:4]=[CH:3][C:2]([Cl:1])=[CH:7][CH:6]=4)[CH2:13][CH2:12]3)[C:15](=[O:26])[C:16]=2[CH:17]=1)=[O:25]. The yield is 0.000400. (5) The reactants are [Br:1][C:2]1[CH:3]=[N:4][CH:5]=[C:6]([CH:10]=1)[C:7](Cl)=[O:8].Br[C:12]1[CH:13]=[N:14][CH:15]=[C:16]([CH:20]=1)C(O)=O.C([N:23]([CH2:26]C)CC)C.O.C[N:30](C)C=O. The catalyst is ClCCl. The product is [N:14]1[CH:13]=[CH:12][CH:20]=[CH:16][C:15]=1[C:26]1[N:23]=[C:7]([C:6]2[CH:5]=[N:4][CH:3]=[C:2]([Br:1])[CH:10]=2)[O:8][N:30]=1. The yield is 0.850. (6) The reactants are [Cl:1][C:2]1[S:3][C:4]([Cl:12])=[CH:5][C:6]=1[CH2:7][CH2:8][C:9]([OH:11])=O.C(Cl)(=O)C(Cl)=O.[Cl-].[Al+3].[Cl-].[Cl-]. The catalyst is C(Cl)Cl. The product is [Cl:1][C:2]1[S:3][C:4]([Cl:12])=[C:5]2[C:9](=[O:11])[CH2:8][CH2:7][C:6]=12. The yield is 0.980.